From a dataset of Forward reaction prediction with 1.9M reactions from USPTO patents (1976-2016). Predict the product of the given reaction. (1) Given the reactants [F:1][C:2]([F:12])([F:11])[O:3][C:4]1[CH:9]=[CH:8][C:7]([OH:10])=[CH:6][CH:5]=1.F[B-](F)(F)F.[O:18]=[N+:19]=[O:20].S1(CCCC1)(=O)=O, predict the reaction product. The product is: [N+:19]([C:6]1[CH:5]=[C:4]([O:3][C:2]([F:11])([F:12])[F:1])[CH:9]=[CH:8][C:7]=1[OH:10])([O-:20])=[O:18]. (2) Given the reactants [NH:1]1[CH2:6][CH2:5][CH:4]([C:7]2[CH:12]=[CH:11][CH:10]=[C:9]([C:13]([F:16])([F:15])[F:14])[C:8]=2[OH:17])[CH2:3][CH2:2]1.C(=O)([O-])[O-].[K+].[K+].[CH:24](Br)([CH3:26])[CH3:25], predict the reaction product. The product is: [CH:24]([N:1]1[CH2:6][CH2:5][CH:4]([C:7]2[CH:12]=[CH:11][CH:10]=[C:9]([C:13]([F:15])([F:16])[F:14])[C:8]=2[OH:17])[CH2:3][CH2:2]1)([CH3:26])[CH3:25]. (3) Given the reactants [F:1][C:2]([F:13])([S:6][C:7]1[CH:12]=[CH:11][CH:10]=[CH:9][CH:8]=1)[C:3]([NH2:5])=O.B.C1COCC1, predict the reaction product. The product is: [F:13][C:2]([F:1])([S:6][C:7]1[CH:8]=[CH:9][CH:10]=[CH:11][CH:12]=1)[CH2:3][NH2:5]. (4) Given the reactants [NH2:1][C:2]1[C:3]([NH:20][C:21]2[CH:25]=[C:24]([CH:26]3[CH2:28][CH2:27]3)[NH:23][N:22]=2)=[N:4][C:5]([NH:9][C@H:10]([C:13]2[CH:18]=[CH:17][C:16]([F:19])=[CH:15][CH:14]=2)[CH2:11][OH:12])=[N:6][C:7]=1[CH3:8].[N:29]([O-])=O.[Na+].O, predict the reaction product. The product is: [CH:26]1([C:24]2[NH:23][N:22]=[C:21]([N:20]3[C:3]4[N:4]=[C:5]([NH:9][C@H:10]([C:13]5[CH:18]=[CH:17][C:16]([F:19])=[CH:15][CH:14]=5)[CH2:11][OH:12])[N:6]=[C:7]([CH3:8])[C:2]=4[N:1]=[N:29]3)[CH:25]=2)[CH2:28][CH2:27]1. (5) Given the reactants COCN[C:5]([C:7]1[C:8]2[N:9]([N:15]=[C:16]([CH2:18][CH3:19])[CH:17]=2)[C:10](OC)=[CH:11][CH:12]=1)=[O:6].[CH2:20]([Mg]Br)[CH3:21].[Cl-].[NH4+].O1CC[CH2:28][CH2:27]1, predict the reaction product. The product is: [CH2:18]([C:16]1[CH:17]=[C:8]2[C:7]([C:5](=[O:6])[CH2:20][CH3:21])=[CH:12][CH:11]=[C:10]([CH2:27][CH3:28])[N:9]2[N:15]=1)[CH3:19]. (6) Given the reactants [OH-].[Na+].O.[F:4][C:5]1[CH:40]=[CH:39][C:8]([CH2:9][C:10]2([C:35]([O:37]C)=[O:36])[CH2:15][CH2:14][CH2:13][CH:12]([NH:16][C:17]([C:19]3[CH:20]=[C:21]4[C:25](=[CH:26][CH:27]=3)[NH:24][N:23]=[C:22]4[C:28]3[CH:33]=[CH:32][N:31]=[C:30]([CH3:34])[CH:29]=3)=[O:18])[CH2:11]2)=[CH:7][CH:6]=1.Cl, predict the reaction product. The product is: [F:4][C:5]1[CH:40]=[CH:39][C:8]([CH2:9][C:10]2([C:35]([OH:37])=[O:36])[CH2:15][CH2:14][CH2:13][CH:12]([NH:16][C:17]([C:19]3[CH:20]=[C:21]4[C:25](=[CH:26][CH:27]=3)[NH:24][N:23]=[C:22]4[C:28]3[CH:33]=[CH:32][N:31]=[C:30]([CH3:34])[CH:29]=3)=[O:18])[CH2:11]2)=[CH:7][CH:6]=1. (7) Given the reactants Br[C:2]1[CH:7]=[CH:6][C:5]([C:8]2[N:9]([CH2:13][CH:14]3[CH2:18][CH2:17][N:16]([C:19]([CH:21]4[CH2:23][CH2:22]4)=[O:20])[CH2:15]3)[CH:10]=[CH:11][N:12]=2)=[CH:4][CH:3]=1.[NH:24]1[C:32]2[C:27](=[CH:28][CH:29]=[C:30](B(O)O)[CH:31]=2)[CH:26]=[CH:25]1, predict the reaction product. The product is: [CH:21]1([C:19]([N:16]2[CH2:17][CH2:18][CH:14]([CH2:13][N:9]3[CH:10]=[CH:11][N:12]=[C:8]3[C:5]3[CH:6]=[CH:7][C:2]([C:30]4[CH:31]=[C:32]5[C:27]([CH:26]=[CH:25][NH:24]5)=[CH:28][CH:29]=4)=[CH:3][CH:4]=3)[CH2:15]2)=[O:20])[CH2:23][CH2:22]1.